This data is from Catalyst prediction with 721,799 reactions and 888 catalyst types from USPTO. The task is: Predict which catalyst facilitates the given reaction. (1) Reactant: [CH3:1][O:2][C:3]1[C@@H:4]([CH:11]([CH3:13])[CH3:12])[N:5]=[C:6]([O:9][CH3:10])[CH2:7][N:8]=1.C([Li])CCC.[F:19][C:20]([F:30])([F:29])[C:21]1[CH:28]=[CH:27][C:24]([CH:25]=[O:26])=[CH:23][CH:22]=1. Product: [CH:11]([C@@H:4]1[C:3]([O:2][CH3:1])=[N:8][C@@H:7]([C@H:25]([C:24]2[CH:23]=[CH:22][C:21]([C:20]([F:19])([F:29])[F:30])=[CH:28][CH:27]=2)[OH:26])[C:6]([O:9][CH3:10])=[N:5]1)([CH3:13])[CH3:12]. The catalyst class is: 49. (2) Product: [Cl:15][C:7]1[CH:6]=[CH:5][C:4]2[N:3]=[C:2]([N:20]3[CH2:21][CH2:22][N:17]([CH3:16])[CH2:18][CH2:19]3)[C:11]3[O:12][CH:13]=[CH:14][C:10]=3[C:9]=2[CH:8]=1. Reactant: Cl[C:2]1[C:11]2[O:12][CH:13]=[CH:14][C:10]=2[C:9]2[CH:8]=[C:7]([Cl:15])[CH:6]=[CH:5][C:4]=2[N:3]=1.[CH3:16][N:17]1[CH2:22][CH2:21][NH:20][CH2:19][CH2:18]1. The catalyst class is: 41.